This data is from Peptide-MHC class I binding affinity with 185,985 pairs from IEDB/IMGT. The task is: Regression. Given a peptide amino acid sequence and an MHC pseudo amino acid sequence, predict their binding affinity value. This is MHC class I binding data. The peptide sequence is QNGALAINTF. The MHC is HLA-B45:01 with pseudo-sequence HLA-B45:01. The binding affinity (normalized) is 0.